Dataset: Forward reaction prediction with 1.9M reactions from USPTO patents (1976-2016). Task: Predict the product of the given reaction. (1) Given the reactants F[C:2]1[CH:9]=[CH:8][C:7]([C:10]2[N:15]=[C:14]([NH:16][C:17]3[CH:22]=[CH:21][C:20]([N:23]4[CH2:28][CH2:27][N:26]([CH:29]5[CH2:32][O:31][CH2:30]5)[CH2:25][CH2:24]4)=[CH:19][CH:18]=3)[N:13]=[CH:12][N:11]=2)=[CH:6][C:3]=1[C:4]#[N:5].[OH:33][CH:34]1[CH2:40][CH2:39][CH2:38][N:37]([C:41]([O:43]C(C)(C)C)=O)[CH2:36][CH2:35]1.C(O)(=O)[CH2:49][OH:50], predict the reaction product. The product is: [OH:50][CH2:49][C:41]([N:37]1[CH2:38][CH2:39][CH2:40][CH:34]([O:33][C:2]2[CH:9]=[CH:8][C:7]([C:10]3[N:15]=[C:14]([NH:16][C:17]4[CH:22]=[CH:21][C:20]([N:23]5[CH2:28][CH2:27][N:26]([CH:29]6[CH2:32][O:31][CH2:30]6)[CH2:25][CH2:24]5)=[CH:19][CH:18]=4)[N:13]=[CH:12][N:11]=3)=[CH:6][C:3]=2[C:4]#[N:5])[CH2:35][CH2:36]1)=[O:43]. (2) Given the reactants [CH3:1][C:2]1[C:10]2[C:5](=[CH:6][C:7]([N+:11]([O-])=O)=[CH:8][CH:9]=2)[N:4]([S:14]([C:17]2[CH:22]=[CH:21][C:20]([CH3:23])=[CH:19][CH:18]=2)(=[O:16])=[O:15])[N:3]=1.[H][H], predict the reaction product. The product is: [CH3:1][C:2]1[C:10]2[C:5](=[CH:6][C:7]([NH2:11])=[CH:8][CH:9]=2)[N:4]([S:14]([C:17]2[CH:22]=[CH:21][C:20]([CH3:23])=[CH:19][CH:18]=2)(=[O:16])=[O:15])[N:3]=1. (3) The product is: [Br:1][C:19]1[C:20](=[O:21])[N:15]([CH2:14][C:13]2[CH:12]=[CH:11][C:10]([Cl:9])=[CH:25][CH:24]=2)[C:16]([S:22][CH3:23])=[N:17][CH:18]=1. Given the reactants [Br:1]N1C(=O)CCC1=O.[Cl:9][C:10]1[CH:25]=[CH:24][C:13]([CH2:14][N:15]2[C:20](=[O:21])[CH:19]=[CH:18][N:17]=[C:16]2[S:22][CH3:23])=[CH:12][CH:11]=1, predict the reaction product. (4) The product is: [NH2:23][CH2:22][CH2:21][CH2:20][CH:19]([NH:18][C:13]1[CH:14]=[C:15]([O:16][CH3:17])[C:6]([O:5][C:4]2[CH:36]=[CH:37][C:38]([Cl:39])=[C:2]([Cl:1])[CH:3]=2)=[C:7]2[C:12]=1[N:11]=[CH:10][CH:9]=[C:8]2[CH3:35])[CH3:34]. Given the reactants [Cl:1][C:2]1[CH:3]=[C:4]([CH:36]=[CH:37][C:38]=1[Cl:39])[O:5][C:6]1[C:15]([O:16][CH3:17])=[CH:14][C:13]([NH:18][CH:19]([CH3:34])[CH2:20][CH2:21][CH2:22][N:23]2C(=O)C3=CC=CC=C3C2=O)=[C:12]2[C:7]=1[C:8]([CH3:35])=[CH:9][CH:10]=[N:11]2, predict the reaction product.